Dataset: Peptide-MHC class II binding affinity with 134,281 pairs from IEDB. Task: Regression. Given a peptide amino acid sequence and an MHC pseudo amino acid sequence, predict their binding affinity value. This is MHC class II binding data. The peptide sequence is AQNGVQAMSSLGSSL. The MHC is HLA-DPA10201-DPB10501 with pseudo-sequence HLA-DPA10201-DPB10501. The binding affinity (normalized) is 0.395.